This data is from NCI-60 drug combinations with 297,098 pairs across 59 cell lines. The task is: Regression. Given two drug SMILES strings and cell line genomic features, predict the synergy score measuring deviation from expected non-interaction effect. (1) Drug 1: C1CC(C1)(C(=O)O)C(=O)O.[NH2-].[NH2-].[Pt+2]. Drug 2: CN1C(=O)N2C=NC(=C2N=N1)C(=O)N. Cell line: SK-MEL-28. Synergy scores: CSS=-2.30, Synergy_ZIP=-1.92, Synergy_Bliss=-4.86, Synergy_Loewe=-6.06, Synergy_HSA=-5.69. (2) Drug 1: C1CCC(C1)C(CC#N)N2C=C(C=N2)C3=C4C=CNC4=NC=N3. Drug 2: C1CCC(C(C1)N)N.C(=O)(C(=O)[O-])[O-].[Pt+4]. Cell line: NCI/ADR-RES. Synergy scores: CSS=20.5, Synergy_ZIP=-2.98, Synergy_Bliss=3.85, Synergy_Loewe=-32.6, Synergy_HSA=4.04. (3) Drug 1: CNC(=O)C1=CC=CC=C1SC2=CC3=C(C=C2)C(=NN3)C=CC4=CC=CC=N4. Drug 2: CC1C(C(=O)NC(C(=O)N2CCCC2C(=O)N(CC(=O)N(C(C(=O)O1)C(C)C)C)C)C(C)C)NC(=O)C3=C4C(=C(C=C3)C)OC5=C(C(=O)C(=C(C5=N4)C(=O)NC6C(OC(=O)C(N(C(=O)CN(C(=O)C7CCCN7C(=O)C(NC6=O)C(C)C)C)C)C(C)C)C)N)C. Cell line: HCC-2998. Synergy scores: CSS=12.0, Synergy_ZIP=17.7, Synergy_Bliss=19.0, Synergy_Loewe=19.0, Synergy_HSA=18.9. (4) Drug 1: CC1C(C(=O)NC(C(=O)N2CCCC2C(=O)N(CC(=O)N(C(C(=O)O1)C(C)C)C)C)C(C)C)NC(=O)C3=C4C(=C(C=C3)C)OC5=C(C(=O)C(=C(C5=N4)C(=O)NC6C(OC(=O)C(N(C(=O)CN(C(=O)C7CCCN7C(=O)C(NC6=O)C(C)C)C)C)C(C)C)C)N)C. Drug 2: C1CNP(=O)(OC1)N(CCCl)CCCl. Cell line: BT-549. Synergy scores: CSS=12.8, Synergy_ZIP=1.33, Synergy_Bliss=2.41, Synergy_Loewe=-14.3, Synergy_HSA=2.00. (5) Drug 1: CN(C)N=NC1=C(NC=N1)C(=O)N. Drug 2: C#CCC(CC1=CN=C2C(=N1)C(=NC(=N2)N)N)C3=CC=C(C=C3)C(=O)NC(CCC(=O)O)C(=O)O. Cell line: HCT116. Synergy scores: CSS=2.64, Synergy_ZIP=-8.98, Synergy_Bliss=-17.7, Synergy_Loewe=-17.4, Synergy_HSA=-17.2. (6) Synergy scores: CSS=-1.91, Synergy_ZIP=0.0919, Synergy_Bliss=-1.05, Synergy_Loewe=-20.0, Synergy_HSA=-7.60. Cell line: NCI-H322M. Drug 2: CC1=C(C(=O)C2=C(C1=O)N3CC4C(C3(C2COC(=O)N)OC)N4)N. Drug 1: CC1C(C(CC(O1)OC2CC(CC3=C2C(=C4C(=C3O)C(=O)C5=C(C4=O)C(=CC=C5)OC)O)(C(=O)CO)O)N)O.Cl. (7) Drug 1: CNC(=O)C1=NC=CC(=C1)OC2=CC=C(C=C2)NC(=O)NC3=CC(=C(C=C3)Cl)C(F)(F)F. Drug 2: C(CN)CNCCSP(=O)(O)O. Cell line: NCI-H322M. Synergy scores: CSS=3.71, Synergy_ZIP=-0.0181, Synergy_Bliss=3.79, Synergy_Loewe=2.48, Synergy_HSA=2.93. (8) Drug 1: CNC(=O)C1=NC=CC(=C1)OC2=CC=C(C=C2)NC(=O)NC3=CC(=C(C=C3)Cl)C(F)(F)F. Drug 2: C(CCl)NC(=O)N(CCCl)N=O. Cell line: K-562. Synergy scores: CSS=1.14, Synergy_ZIP=-4.34, Synergy_Bliss=-6.96, Synergy_Loewe=-17.0, Synergy_HSA=-9.93.